This data is from Reaction yield outcomes from USPTO patents with 853,638 reactions. The task is: Predict the reaction yield, written as a fraction of the theoretical maximum amount of product (1.0 means a 100% yield; for example, 0.34 means a 34% yield). (1) The reactants are [C:1]1(=[O:8])[CH2:6][CH2:5][CH2:4][C:3](=[O:7])[CH2:2]1.[Br:9]Br. The catalyst is C(Cl)Cl. The product is [Br:9][CH:2]1[C:3](=[O:7])[CH2:4][CH2:5][CH2:6][C:1]1=[O:8]. The yield is 0.500. (2) The reactants are [Br:1]Br.[CH2:3]([CH2:10][C:11](=[O:13])[CH3:12])[C:4]1[CH:9]=[CH:8][CH:7]=[CH:6][CH:5]=1.O. The catalyst is CO. The product is [Br:1][CH2:12][C:11](=[O:13])[CH2:10][CH2:3][C:4]1[CH:9]=[CH:8][CH:7]=[CH:6][CH:5]=1. The yield is 0.630. (3) The reactants are [Cl:1][C:2]1[CH:3]=[CH:4][C:5]([C:20]([F:23])([F:22])[F:21])=[C:6]([CH:19]=1)[CH2:7][N:8]1[CH2:13][CH2:12][NH:11][C:10]2[N:14]=[CH:15][C:16](I)=[CH:17][C:9]1=2.[CH3:24][N:25]1[CH:29]=[C:28](B2OC(C)(C)C(C)(C)O2)[CH:27]=[N:26]1. No catalyst specified. The product is [Cl:1][C:2]1[CH:3]=[CH:4][C:5]([C:20]([F:23])([F:22])[F:21])=[C:6]([CH:19]=1)[CH2:7][N:8]1[CH2:13][CH2:12][NH:11][C:10]2[N:14]=[CH:15][C:16]([C:28]3[CH:27]=[N:26][N:25]([CH3:24])[CH:29]=3)=[CH:17][C:9]1=2. The yield is 0.740. (4) The reactants are [OH:1][C:2]1[CH:3]=[CH:4][C:5]2[S:10][C:9]([C:11]3[CH:16]=[CH:15][CH:14]=[CH:13][N:12]=3)=[N:8][C:7](=[O:17])[C:6]=2[CH:18]=1.[CH2:19](Br)[CH:20]([CH3:22])[CH3:21].C(=O)([O-])[O-].[K+].[K+].CN(C=O)C. The catalyst is O. The product is [CH2:19]([O:1][C:2]1[CH:3]=[CH:4][C:5]2[S:10][C:9]([C:11]3[CH:16]=[CH:15][CH:14]=[CH:13][N:12]=3)=[N:8][C:7](=[O:17])[C:6]=2[CH:18]=1)[CH:20]([CH3:22])[CH3:21]. The yield is 0.190. (5) The reactants are Cl.[C:2]([C:6]1[CH:10]=[C:9]([CH2:11][NH2:12])[N:8]([C:13]2[CH:18]=[CH:17][CH:16]=[C:15]([Cl:19])[CH:14]=2)[N:7]=1)([CH3:5])([CH3:4])[CH3:3].[F:20][C:21]1[CH:22]=[C:23]([NH:31][C:32](=O)[O:33]C2C=CC=CC=2)[CH:24]=[CH:25][C:26]=1[C:27]1([OH:30])[CH2:29][CH2:28]1. The catalyst is CC#N. The product is [C:2]([C:6]1[CH:10]=[C:9]([CH2:11][NH:12][C:32]([NH:31][C:23]2[CH:24]=[CH:25][C:26]([C:27]3([OH:30])[CH2:28][CH2:29]3)=[C:21]([F:20])[CH:22]=2)=[O:33])[N:8]([C:13]2[CH:18]=[CH:17][CH:16]=[C:15]([Cl:19])[CH:14]=2)[N:7]=1)([CH3:5])([CH3:3])[CH3:4]. The yield is 0.650.